From a dataset of Forward reaction prediction with 1.9M reactions from USPTO patents (1976-2016). Predict the product of the given reaction. (1) Given the reactants [CH:1]1([CH2:6][C:7]([NH:9][C:10]2[CH:11]=[N:12][NH:13][C:14](=[O:16])[CH:15]=2)=[O:8])[CH2:5][CH2:4][CH2:3][CH2:2]1.C(=O)([O-])[O-].[K+].[K+].[Br:23][CH2:24][CH:25]([F:29])[CH2:26][CH2:27]Br, predict the reaction product. The product is: [Br:23][CH2:24][CH:25]([F:29])[CH2:26][CH2:27][N:13]1[C:14](=[O:16])[CH:15]=[C:10]([NH:9][C:7](=[O:8])[CH2:6][CH:1]2[CH2:5][CH2:4][CH2:3][CH2:2]2)[CH:11]=[N:12]1. (2) The product is: [Br:19][C:14]1[CH:13]=[C:12]([N:11]2[C:10](=[O:20])[O:9][N:8]=[C:7]2[C:3]2[C:2]([NH:1][CH2:35][CH2:36][NH:37][S:38]([NH:41][C:42](=[O:58])[O:43][CH2:44][CH:45]3[C:46]4[CH:47]=[CH:48][CH:49]=[CH:50][C:51]=4[C:52]4[C:57]3=[CH:56][CH:55]=[CH:54][CH:53]=4)(=[O:39])=[O:40])=[N:6][O:5][N:4]=2)[CH:17]=[CH:16][C:15]=1[F:18]. Given the reactants [NH2:1][C:2]1[C:3]([C:7]2[N:11]([C:12]3[CH:17]=[CH:16][C:15]([F:18])=[C:14]([Br:19])[CH:13]=3)[C:10](=[O:20])[O:9][N:8]=2)=[N:4][O:5][N:6]=1.CS(O)(=O)=O.C([SiH](CC)CC)C.CO[CH:35](OC)[CH2:36][NH:37][S:38]([NH:41][C:42](=[O:58])[O:43][CH2:44][CH:45]1[C:57]2[CH:56]=[CH:55][CH:54]=[CH:53][C:52]=2[C:51]2[C:46]1=[CH:47][CH:48]=[CH:49][CH:50]=2)(=[O:40])=[O:39], predict the reaction product.